Dataset: Full USPTO retrosynthesis dataset with 1.9M reactions from patents (1976-2016). Task: Predict the reactants needed to synthesize the given product. (1) Given the product [Cl:1][C:2]1[N:3]=[C:4]([C:9]([NH:11][C@H:12]2[CH2:17][CH2:16][N:15]([C:18]3[NH:22][C:21]4[CH:23]=[CH:24][CH:25]=[C:26]([C:27]([OH:29])=[O:28])[C:20]=4[N:19]=3)[CH2:14][C@H:13]2[O:31][CH3:32])=[O:10])[NH:5][C:6]=1[CH2:7][CH3:8], predict the reactants needed to synthesize it. The reactants are: [Cl:1][C:2]1[N:3]=[C:4]([C:9]([NH:11][C@H:12]2[CH2:17][CH2:16][N:15]([C:18]3[NH:22][C:21]4[CH:23]=[CH:24][CH:25]=[C:26]([C:27]([O:29]C)=[O:28])[C:20]=4[N:19]=3)[CH2:14][C@H:13]2[O:31][CH3:32])=[O:10])[NH:5][C:6]=1[CH2:7][CH3:8].[OH-].[Li+]. (2) Given the product [NH2:1][C:2]1[N:6]([C:7](=[O:16])[C:8]2[C:13]([F:14])=[CH:12][CH:11]=[CH:10][C:9]=2[F:15])[N:5]=[C:4]([NH:17][C:18]2[CH:23]=[CH:22][C:21]([S:24]([NH:27][C:34](=[O:40])[CH2:35][CH2:36][C:37]([OH:39])=[O:38])(=[O:25])=[O:26])=[CH:20][CH:19]=2)[N:3]=1, predict the reactants needed to synthesize it. The reactants are: [NH2:1][C:2]1[N:6]([C:7](=[O:16])[C:8]2[C:13]([F:14])=[CH:12][CH:11]=[CH:10][C:9]=2[F:15])[N:5]=[C:4]([NH:17][C:18]2[CH:23]=[CH:22][C:21]([S:24]([NH2:27])(=[O:26])=[O:25])=[CH:20][CH:19]=2)[N:3]=1.CC(C)([O-])C.[K+].[C:34]1(=[O:40])[O:39][C:37](=[O:38])[CH2:36][CH2:35]1. (3) Given the product [NH2:30][CH:26]1[CH2:27][CH2:28][CH2:29][N:24]([C:21]2[N:20]=[CH:19][C:18]([NH:17][C:5]3[C:4]4[C:9](=[CH:10][CH:11]=[C:2]([C:43]5[CH:42]=[C:41]([O:54][CH3:55])[C:40]([OH:56])=[C:39]([Cl:38])[CH:44]=5)[CH:3]=4)[N:8]=[CH:7][C:6]=3[C:12]([CH:14]3[CH2:15][CH2:16]3)=[O:13])=[CH:23][N:22]=2)[CH2:25]1, predict the reactants needed to synthesize it. The reactants are: Br[C:2]1[CH:3]=[C:4]2[C:9](=[CH:10][CH:11]=1)[N:8]=[CH:7][C:6]([C:12]([CH:14]1[CH2:16][CH2:15]1)=[O:13])=[C:5]2[NH:17][C:18]1[CH:19]=[N:20][C:21]([N:24]2[CH2:29][CH2:28][CH2:27][CH:26]([NH:30]C(=O)OC(C)(C)C)[CH2:25]2)=[N:22][CH:23]=1.[Cl:38][C:39]1[CH:44]=[C:43](B2OC(C)(C)C(C)(C)O2)[CH:42]=[C:41]([O:54][CH3:55])[C:40]=1[OH:56]. (4) Given the product [OH:27][C:7]1[C:8]2[S:20][C:19]([C:21]3[CH:22]=[CH:23][CH:24]=[CH:25][CH:26]=3)=[N:18][C:9]=2[C:10]([N:12]2[CH2:17][CH2:16][CH2:15][CH2:14][CH2:13]2)=[N:11][C:6]=1[C:4]([NH:28][CH2:29][C:30]([OH:32])=[O:31])=[O:5], predict the reactants needed to synthesize it. The reactants are: C(O[C:4]([C:6]1[N:11]=[C:10]([N:12]2[CH2:17][CH2:16][CH2:15][CH2:14][CH2:13]2)[C:9]2[N:18]=[C:19]([C:21]3[CH:26]=[CH:25][CH:24]=[CH:23][CH:22]=3)[S:20][C:8]=2[C:7]=1[OH:27])=[O:5])C.[NH2:28][CH2:29][C:30]([OH:32])=[O:31].